From a dataset of Reaction yield outcomes from USPTO patents with 853,638 reactions. Predict the reaction yield, written as a fraction of the theoretical maximum amount of product (1.0 means a 100% yield; for example, 0.34 means a 34% yield). The reactants are C([SiH2][O:6][C:7](C)(C)[CH:8]1[O:12][C:11](=[O:13])[N:10]([C:14]2[CH:19]=[CH:18][C:17]([C:20]3[CH:21]=[N:22][C:23]([N:26]4[CH2:32][CH2:31][CH2:30][N:29]([CH2:33][C:34]5([CH3:45])[O:38][C:37]6=[N:39][C:40]([N+:42]([O-:44])=[O:43])=[CH:41][N:36]6[CH2:35]5)[CH2:28][CH2:27]4)=[N:24][CH:25]=3)=[C:16]([F:46])[CH:15]=2)[CH2:9]1)(C)(C)C.CCCC[N+](CCCC)(CCCC)CCCC.[F-]. The catalyst is C1COCC1.CCOC(C)=O. The product is [F:46][C:16]1[CH:15]=[C:14]([N:10]2[CH2:9][CH:8]([CH2:7][OH:6])[O:12][C:11]2=[O:13])[CH:19]=[CH:18][C:17]=1[C:20]1[CH:25]=[N:24][C:23]([N:26]2[CH2:32][CH2:31][CH2:30][N:29]([CH2:33][C:34]3([CH3:45])[O:38][C:37]4=[N:39][C:40]([N+:42]([O-:44])=[O:43])=[CH:41][N:36]4[CH2:35]3)[CH2:28][CH2:27]2)=[N:22][CH:21]=1. The yield is 0.210.